Predict the product of the given reaction. From a dataset of Forward reaction prediction with 1.9M reactions from USPTO patents (1976-2016). Given the reactants C1(C2C(O[C@@H]3CCCNC3)=CC(F)=C(C=2)C(OC)=O)CC1.[CH:22]1([C:25]2[C:26]([O:39][CH2:40][CH:41]3[CH2:46][CH2:45][NH:44][CH2:43][CH2:42]3)=[CH:27][C:28]([F:38])=[C:29]([CH:37]=2)[C:30]([O:32][C:33]([CH3:36])([CH3:35])[CH3:34])=[O:31])[CH2:24][CH2:23]1.FC(F)(F)S(OC(C1C=CC(F)=CC=1Cl)C(F)(F)F)(=O)=O.FC(F)(F)S(O[CH:74]([C:79]1[CH:84]=[CH:83][C:82]([F:85])=[C:81]([Cl:86])[CH:80]=1)[C:75]([F:78])([F:77])[F:76])(=O)=O, predict the reaction product. The product is: [Cl:86][C:81]1[CH:80]=[C:79]([CH:74]([N:44]2[CH2:43][CH2:42][CH:41]([CH2:40][O:39][C:26]3[C:25]([CH:22]4[CH2:24][CH2:23]4)=[CH:37][C:29]([C:30]([O:32][C:33]([CH3:35])([CH3:36])[CH3:34])=[O:31])=[C:28]([F:38])[CH:27]=3)[CH2:46][CH2:45]2)[C:75]([F:78])([F:76])[F:77])[CH:84]=[CH:83][C:82]=1[F:85].